Task: Predict the product of the given reaction.. Dataset: Forward reaction prediction with 1.9M reactions from USPTO patents (1976-2016) (1) Given the reactants O.NN.[CH3:4][C:5]1[CH:10]=[CH:9][CH:8]=[C:7]([CH3:11])[C:6]=1[O:12][C:13]1[CH:18]=[CH:17][C:16]([N+:19]([O-])=O)=[CH:15][N:14]=1, predict the reaction product. The product is: [CH3:4][C:5]1[CH:10]=[CH:9][CH:8]=[C:7]([CH3:11])[C:6]=1[O:12][C:13]1[N:14]=[CH:15][C:16]([NH2:19])=[CH:17][CH:18]=1. (2) Given the reactants [CH3:1][N:2]([CH2:13][C:14]1[NH:18][C:17]2[CH:19]=[CH:20][CH:21]=[C:22]([C:23](O)=[O:24])[C:16]=2[N:15]=1)[CH:3]1[C:12]2[N:11]=[CH:10][CH:9]=[CH:8][C:7]=2[CH2:6][CH2:5][CH2:4]1.O=C1N(P(Cl)(N2CCOC2=O)=O)CCO1.Cl.Cl.[CH3:43][N:44]1[CH:48]=[C:47]([CH2:49][CH2:50][NH2:51])[N:46]=[CH:45]1.C(N(CC)C(C)C)(C)C, predict the reaction product. The product is: [CH3:43][N:44]1[CH:48]=[C:47]([CH2:49][CH2:50][NH:51][C:23]([C:22]2[C:16]3[N:15]=[C:14]([CH2:13][N:2]([CH3:1])[CH:3]4[C:12]5[N:11]=[CH:10][CH:9]=[CH:8][C:7]=5[CH2:6][CH2:5][CH2:4]4)[NH:18][C:17]=3[CH:19]=[CH:20][CH:21]=2)=[O:24])[N:46]=[CH:45]1. (3) Given the reactants [C:1]([OH:5])(=O)[CH2:2][OH:3].CCN(C(C)C)C(C)C.C1C=CC2N(O)N=NC=2C=1.CCN=C=NCCCN(C)C.Cl.[CH2:37]([N:39]([CH2:42][C:43]1[S:47][C:46]([C:48]2[O:52][N:51]=[C:50]([C:53]3[CH:58]=[CH:57][C:56]([CH2:59][CH2:60][NH2:61])=[CH:55][CH:54]=3)[N:49]=2)=[CH:45][C:44]=1[CH3:62])[CH2:40][CH3:41])[CH3:38], predict the reaction product. The product is: [CH2:37]([N:39]([CH2:42][C:43]1[S:47][C:46]([C:48]2[O:52][N:51]=[C:50]([C:53]3[CH:54]=[CH:55][C:56]([CH2:59][CH2:60][NH:61][C:1](=[O:5])[CH2:2][OH:3])=[CH:57][CH:58]=3)[N:49]=2)=[CH:45][C:44]=1[CH3:62])[CH2:40][CH3:41])[CH3:38]. (4) Given the reactants Br[C:2]1[CH:19]=[C:18]2[C:5]([CH2:6][CH2:7][C:8]3([C:11]42[N:15]=[C:14]([NH2:16])[C:13]([CH3:17])=[N:12]4)[CH2:10][CH2:9]3)=[CH:4][CH:3]=1.[Cl:20][C:21]1[CH:22]=[C:23](B(O)O)[CH:24]=[N:25][CH:26]=1.C(=O)([O-])[O-].[K+].[K+].O1CCOCC1, predict the reaction product. The product is: [Cl:20][C:21]1[CH:22]=[C:23]([C:2]2[CH:19]=[C:18]3[C:5]([CH2:6][CH2:7][C:8]4([C:11]53[N:15]=[C:14]([NH2:16])[C:13]([CH3:17])=[N:12]5)[CH2:9][CH2:10]4)=[CH:4][CH:3]=2)[CH:24]=[N:25][CH:26]=1. (5) The product is: [CH3:38][O:37][C:36]1[C:15]2[C:14]([OH:60])=[N:19][C:18]([C:20]3[CH:25]=[CH:24][N:23]=[C:22]([NH:26][C:27]4[CH:28]=[CH:29][CH:30]=[CH:31][CH:32]=4)[CH:21]=3)=[N:17][C:16]=2[CH:33]=[N:34][CH:35]=1. Given the reactants C(OC(N1CCN([C:14]2[C:15]3[C:36]([O:37][CH3:38])=[CH:35][N:34]=[CH:33][C:16]=3[N:17]=[C:18]([C:20]3[CH:25]=[CH:24][N:23]=[C:22]([NH:26][C:27]4[CH:32]=[CH:31][CH:30]=[CH:29][CH:28]=4)[CH:21]=3)[N:19]=2)CC1)=O)(C)(C)C.CC1(C)C2C(=C(P(C3C=CC=CC=3)C3C=CC=CC=3)C=CC=2)[O:60]C2C(P(C3C=CC=CC=3)C3C=CC=CC=3)=CC=CC1=2.C(=O)([O-])[O-].[Cs+].[Cs+].O1CCOCC1, predict the reaction product.